Dataset: In vitro SARS-CoV-2 activity screen of 1,480 approved drugs from Prestwick library. Task: Binary Classification. Given a drug SMILES string, predict its activity (active/inactive) in a high-throughput screening assay against a specified biological target. The molecule is C[N+]1(C)CCC(OC(=O)C(O)(c2ccccc2)C2CCCC2)C1.[Br-]. The result is 0 (inactive).